Task: Predict the product of the given reaction.. Dataset: Forward reaction prediction with 1.9M reactions from USPTO patents (1976-2016) Given the reactants C[O:2][C:3](=[O:28])[CH2:4][CH2:5][C:6]1[C:14]2[C:9](=[CH:10][CH:11]=[C:12]([O:15][CH3:16])[CH:13]=2)[N:8]([S:17]([C:20]2[CH:25]=[CH:24][C:23]([O:26][CH3:27])=[CH:22][CH:21]=2)(=[O:19])=[O:18])[CH:7]=1.[C:29](O)(=O)CC(O)=O.N1CCCCC1, predict the reaction product. The product is: [CH3:27][O:26][C:23]1[CH:24]=[CH:25][C:20]([S:17]([N:8]2[C:9]3[C:14](=[CH:13][C:12]([O:15][CH2:16][CH3:29])=[CH:11][CH:10]=3)[C:6]([CH:5]=[CH:4][C:3]([OH:2])=[O:28])=[CH:7]2)(=[O:18])=[O:19])=[CH:21][CH:22]=1.